This data is from Forward reaction prediction with 1.9M reactions from USPTO patents (1976-2016). The task is: Predict the product of the given reaction. (1) Given the reactants [CH2:1]([NH:8][CH:9]([C:30](=[O:32])N)[CH2:10][C@H:11]1[N:15]([C:16]([O:18][C:19]([CH3:22])([CH3:21])[CH3:20])=[O:17])[C@H:14]([C:23]([O:25]C(C)(C)C)=[O:24])[CH2:13][CH2:12]1)[C:2]1[CH:7]=[CH:6][CH:5]=[CH:4][CH:3]=1.[OH-].[Na+].C(O)(=[O:37])C, predict the reaction product. The product is: [C:19]([O:18][C:16]([N:15]1[C@H:11]([CH2:10][CH:9]([NH:8][CH2:1][C:2]2[CH:3]=[CH:4][CH:5]=[CH:6][CH:7]=2)[C:30]([OH:37])=[O:32])[CH2:12][CH2:13][C@H:14]1[C:23]([OH:25])=[O:24])=[O:17])([CH3:21])([CH3:22])[CH3:20]. (2) Given the reactants C([S:8][CH:9]([CH2:42][N:43]1[CH2:48][CH2:47][S:46][CH2:45][CH2:44]1)[CH2:10][NH:11][C:12]([C:14]1[NH:15][C:16]2[C:21]([CH:22]=1)=[CH:20][C:19]([O:23][CH2:24][CH2:25][O:26][CH3:27])=[CH:18][C:17]=2[N:28]([CH2:38][CH:39]1[CH2:41][CH2:40]1)[S:29]([C:32]1[CH:37]=[CH:36][CH:35]=[CH:34][N:33]=1)(=[O:31])=[O:30])=O)C1C=CC=CC=1.C1(SC)C=CC=CC=1.C(=O)(O)[O-:58].[Na+], predict the reaction product. The product is: [CH:39]1([CH2:38][N:28]([C:17]2[CH:18]=[C:19]([O:23][CH2:24][CH2:25][O:26][CH3:27])[CH:20]=[C:21]3[C:16]=2[NH:15][C:14]([C:12]2[S:8][CH:9]([CH2:42][N:43]4[CH2:48][CH2:47][S:46](=[O:58])[CH2:45][CH2:44]4)[CH2:10][N:11]=2)=[CH:22]3)[S:29]([C:32]2[CH:37]=[CH:36][CH:35]=[CH:34][N:33]=2)(=[O:30])=[O:31])[CH2:40][CH2:41]1. (3) Given the reactants [CH2:1]([O:3][C@@H:4]([CH2:10][C:11]1[CH:16]=[CH:15][C:14]([O:17][CH2:18]/[CH:19]=[C:20](/[C:22]2[CH:27]=[CH:26][C:25]([C:28]3[CH:33]=[CH:32][CH:31]=[C:30]([O:34][CH3:35])[CH:29]=3)=[CH:24][CH:23]=2)\[CH3:21])=[CH:13][CH:12]=1)[C:5]([O:7]CC)=[O:6])[CH3:2].[OH-].[Na+], predict the reaction product. The product is: [CH2:1]([O:3][C@@H:4]([CH2:10][C:11]1[CH:12]=[CH:13][C:14]([O:17][CH2:18]/[CH:19]=[C:20](/[C:22]2[CH:23]=[CH:24][C:25]([C:28]3[CH:33]=[CH:32][CH:31]=[C:30]([O:34][CH3:35])[CH:29]=3)=[CH:26][CH:27]=2)\[CH3:21])=[CH:15][CH:16]=1)[C:5]([OH:7])=[O:6])[CH3:2]. (4) Given the reactants [Cl:1][C:2]1[C:3]([C:14]([F:17])([F:16])[F:15])=[N:4][NH:5][C:6]=1[C:7]1[CH:12]=[CH:11][CH:10]=[C:9]([F:13])[CH:8]=1.C([O-])([O-])=O.[K+].[K+].Cl[CH2:25][C:26]([N:28]1[CH2:33][CH2:32][N:31]([C:34]2[CH:39]=[CH:38][C:37]([Cl:40])=[C:36]([O:41][CH3:42])[CH:35]=2)[CH2:30][CH2:29]1)=[O:27].CN(C=O)C, predict the reaction product. The product is: [Cl:40][C:37]1[CH:38]=[CH:39][C:34]([N:31]2[CH2:32][CH2:33][N:28]([C:26](=[O:27])[CH2:25][N:5]3[C:6]([C:7]4[CH:12]=[CH:11][CH:10]=[C:9]([F:13])[CH:8]=4)=[C:2]([Cl:1])[C:3]([C:14]([F:15])([F:17])[F:16])=[N:4]3)[CH2:29][CH2:30]2)=[CH:35][C:36]=1[O:41][CH3:42]. (5) Given the reactants Cl[C:2]1[CH:3]=[CH:4][C:5]2[N:11]3[CH2:12][C@H:8]([CH2:9][CH2:10]3)[N:7]([C:13]([NH:15][C:16]3[CH:21]=[CH:20][CH:19]=[CH:18][N:17]=3)=[O:14])[C:6]=2[N:22]=1.[F:23][C:24]([F:31])([F:30])[C@@H:25]1[CH2:29][CH2:28][CH2:27][NH:26]1.C1(P(C2CCCCC2)C2C=CC=CC=2C2C(C(C)C)=CC(C(C)C)=CC=2C(C)C)CCCCC1.O, predict the reaction product. The product is: [N:17]1[CH:18]=[CH:19][CH:20]=[CH:21][C:16]=1[NH:15][C:13]([N:7]1[C@@H:8]2[CH2:12][N:11]([CH2:10][CH2:9]2)[C:5]2[CH:4]=[CH:3][C:2]([N:26]3[CH2:27][CH2:28][CH2:29][C@H:25]3[C:24]([F:31])([F:30])[F:23])=[N:22][C:6]1=2)=[O:14]. (6) Given the reactants [Cl:1][C:2]1[CH:8]=[CH:7][C:5]([NH2:6])=[C:4]([N+]([O-])=O)[CH:3]=1.CN(C)[CH:14]=[O:15], predict the reaction product. The product is: [Cl:1][C:2]1[CH:8]=[CH:7][C:5]([NH2:6])=[C:4]([O:15][CH3:14])[CH:3]=1. (7) Given the reactants [OH:1][C@@H:2]([CH3:37])[C@@H:3]([NH:6][C:7]([C:9]1[NH:10][C:11]([C:14]2[CH:19]=[C:18]([O:20][C:21]3[CH:22]=[N:23][C:24]([S:27]([CH3:30])(=[O:29])=[O:28])=[CH:25][CH:26]=3)[CH:17]=[C:16]([O:31][C@@H:32]([CH3:36])[CH2:33][O:34][CH3:35])[CH:15]=2)=[CH:12][CH:13]=1)=O)[CH2:4][OH:5].CS(O)(=O)=O.C(N(CC)CC)C.C(=O)([O-])O.[Na+], predict the reaction product. The product is: [CH3:35][O:34][CH2:33][C@H:32]([CH3:36])[O:31][C:16]1[CH:15]=[C:14]([C:11]2[NH:10][C:9]([C:7]3[O:5][CH2:4][C@@H:3]([C@@H:2]([OH:1])[CH3:37])[N:6]=3)=[CH:13][CH:12]=2)[CH:19]=[C:18]([O:20][C:21]2[CH:22]=[N:23][C:24]([S:27]([CH3:30])(=[O:28])=[O:29])=[CH:25][CH:26]=2)[CH:17]=1.